From a dataset of Full USPTO retrosynthesis dataset with 1.9M reactions from patents (1976-2016). Predict the reactants needed to synthesize the given product. (1) Given the product [Cl:2][C:3]1[N:4]=[C:5]([C:10]([NH:12][C@H:13]2[CH2:18][CH2:17][N:16]([C:33]3[S:34][C:35]4[C:41]([C:42]([O:44][CH2:45][CH3:46])=[O:43])=[CH:40][CH:39]=[CH:38][C:36]=4[N:37]=3)[CH2:15][C@H:14]2[O:19][CH:20]([CH3:21])[CH3:22])=[O:11])[NH:6][C:7]=1[CH2:8][CH3:9], predict the reactants needed to synthesize it. The reactants are: Cl.[Cl:2][C:3]1[N:4]=[C:5]([C:10]([NH:12][C@H:13]2[CH2:18][CH2:17][NH:16][CH2:15][C@H:14]2[O:19][CH:20]([CH3:22])[CH3:21])=[O:11])[NH:6][C:7]=1[CH2:8][CH3:9].C(N(C(C)C)CC)(C)C.Br[C:33]1[S:34][C:35]2[C:41]([C:42]([O:44][CH2:45][CH3:46])=[O:43])=[CH:40][CH:39]=[CH:38][C:36]=2[N:37]=1. (2) The reactants are: [Br:1][C:2]1[C:6]2=[C:7]3[C:12](=[CH:13][CH:14]=[C:5]2[S:4][C:3]=1[CH:15]([OH:20])[C:16]([O:18][CH3:19])=[O:17])[N:11]=[CH:10][CH:9]=[CH:8]3.Cl(O)(=O)(=O)=O.C(=O)(O)[O-].[Na+]. Given the product [Br:1][C:2]1[C:6]2=[C:7]3[C:12](=[CH:13][CH:14]=[C:5]2[S:4][C:3]=1[CH:15]([O:20][C:6]([CH3:7])([CH3:2])[CH3:5])[C:16]([O:18][CH3:19])=[O:17])[N:11]=[CH:10][CH:9]=[CH:8]3, predict the reactants needed to synthesize it. (3) Given the product [OH:40][CH2:39][CH2:38][O:37][CH2:36][CH2:35][NH:34][S:20]([C:16]1[CH:17]=[CH:18][CH:19]=[C:14]([C:10]2[N:9]=[C:8]([C:6]3[CH:5]=[C:4]([C:24]4[CH:25]=[CH:26][C:27]([C:30]([F:33])([F:31])[F:32])=[CH:28][CH:29]=4)[CH:3]=[C:2]([CH3:1])[N:7]=3)[CH:13]=[CH:12][CH:11]=2)[CH:15]=1)(=[O:21])=[O:22], predict the reactants needed to synthesize it. The reactants are: [CH3:1][C:2]1[N:7]=[C:6]([C:8]2[CH:13]=[CH:12][CH:11]=[C:10]([C:14]3[CH:15]=[C:16]([S:20](Cl)(=[O:22])=[O:21])[CH:17]=[CH:18][CH:19]=3)[N:9]=2)[CH:5]=[C:4]([C:24]2[CH:29]=[CH:28][C:27]([C:30]([F:33])([F:32])[F:31])=[CH:26][CH:25]=2)[CH:3]=1.[NH2:34][CH2:35][CH2:36][O:37][CH2:38][CH2:39][OH:40]. (4) The reactants are: Br[C:2]1[CH:3]=[C:4]([CH:19]=[CH:20][CH:21]=1)[CH2:5][O:6][C:7]1[CH:12]=[CH:11][C:10]([CH2:13][CH2:14][C:15]([O:17][CH3:18])=[O:16])=[CH:9][CH:8]=1.[CH3:22][O:23][C:24]1[CH:29]=[CH:28][CH:27]=[C:26]([O:30][CH3:31])[C:25]=1B(O)O. Given the product [CH3:22][O:23][C:24]1[CH:29]=[CH:28][CH:27]=[C:26]([O:30][CH3:31])[C:25]=1[C:2]1[CH:21]=[CH:20][CH:19]=[C:4]([CH2:5][O:6][C:7]2[CH:12]=[CH:11][C:10]([CH2:13][CH2:14][C:15]([O:17][CH3:18])=[O:16])=[CH:9][CH:8]=2)[CH:3]=1, predict the reactants needed to synthesize it. (5) Given the product [C:2]([C:4]1[C:9]([O:10][CH2:27][CH2:26][CH2:25][Br:24])=[C:8]([O:11][CH3:12])[C:7]2[O:13][CH:14]=[CH:15][C:6]=2[C:5]=1[O:16][CH3:17])(=[O:3])[CH3:1], predict the reactants needed to synthesize it. The reactants are: [CH3:1][C:2]([C:4]1[C:9]([OH:10])=[C:8]([O:11][CH3:12])[C:7]2[O:13][CH:14]=[CH:15][C:6]=2[C:5]=1[O:16][CH3:17])=[O:3].C([O-])([O-])=O.[K+].[K+].[Br:24][CH2:25][CH2:26][CH2:27]Br. (6) The reactants are: [N:1]([C:4]1[CH:5]=[CH:6][C:7]([Cl:20])=[C:8]([C:10]([C:12]2[CH:17]=[CH:16][C:15]([Br:18])=[CH:14][C:13]=2[Cl:19])=[O:11])[CH:9]=1)=[N+:2]=[N-:3].[CH2:21]([OH:25])[CH2:22][C:23]#[CH:24].O=C1O[C@H]([C@H](CO)O)C([O-])=C1O.[Na+].CCOC(C)=O.O. Given the product [Br:18][C:15]1[CH:16]=[CH:17][C:12]([C:10]([C:8]2[CH:9]=[C:4]([N:1]3[CH:24]=[C:23]([CH2:22][CH2:21][OH:25])[N:3]=[N:2]3)[CH:5]=[CH:6][C:7]=2[Cl:20])=[O:11])=[C:13]([Cl:19])[CH:14]=1, predict the reactants needed to synthesize it. (7) Given the product [F:10][C:9]([F:12])([F:11])[C:7](=[O:6])[CH2:8][C:3](=[O:2])[CH2:4][C:14]([O:18][CH3:17])=[O:15], predict the reactants needed to synthesize it. The reactants are: C[O:2][C:3]1[CH:8]=[C:7]([C:9]([F:12])([F:11])[F:10])[O:6]C(=O)[CH:4]=1.[CH3:14][O-:15].[Mg+2].[CH3:17][O-:18].Cl. (8) Given the product [CH3:1][N:2]1[CH:6]=[C:5]([C:7]2[C:11]([CH3:12])=[C:10]([NH:13][C:22](=[O:30])[O:23][C:24]3[CH:29]=[CH:28][CH:27]=[CH:26][CH:25]=3)[N:9]([C:14]3[CH:19]=[CH:18][CH:17]=[CH:16][CH:15]=3)[N:8]=2)[CH:4]=[N:3]1, predict the reactants needed to synthesize it. The reactants are: [CH3:1][N:2]1[CH:6]=[C:5]([C:7]2[C:11]([CH3:12])=[C:10]([NH2:13])[N:9]([C:14]3[CH:19]=[CH:18][CH:17]=[CH:16][CH:15]=3)[N:8]=2)[CH:4]=[N:3]1.[OH-].[Na+].[C:22](Cl)(=[O:30])[O:23][C:24]1[CH:29]=[CH:28][CH:27]=[CH:26][CH:25]=1.